This data is from Forward reaction prediction with 1.9M reactions from USPTO patents (1976-2016). The task is: Predict the product of the given reaction. (1) Given the reactants [Cl:1][C:2]1[CH:3]=[C:4]([CH:21]=[CH:22][C:23]=1[O:24][CH3:25])[CH2:5][NH:6][C:7]1[C:12]([C:13]([O:15]C)=[O:14])=[C:11]([O:17][CH3:18])[N:10]=[C:9]([S:19][CH3:20])[N:8]=1.CSC1N=C(NCC2C=CC(OC)=C(Cl)C=2)C(C(OCC)=O)=CN=1.[OH-].[Na+].C(O)(=O)CC(CC(O)=O)(C(O)=O)O, predict the reaction product. The product is: [Cl:1][C:2]1[CH:3]=[C:4]([CH:21]=[CH:22][C:23]=1[O:24][CH3:25])[CH2:5][NH:6][C:7]1[C:12]([C:13]([OH:15])=[O:14])=[C:11]([O:17][CH3:18])[N:10]=[C:9]([S:19][CH3:20])[N:8]=1. (2) Given the reactants [CH3:1][O:2][CH2:3][CH2:4][CH2:5][O:6][C@@H:7]([C:36]1[CH:41]=[CH:40][CH:39]=[CH:38][CH:37]=1)[C@@H:8]1[CH2:13][CH2:12][CH2:11][N:10]([C:14]([NH:16][C@@H:17]([CH2:29][CH:30]2[CH2:35][CH2:34][CH2:33][CH2:32][CH2:31]2)[CH2:18][NH:19]C(=O)OCC[Si](C)(C)C)=[O:15])[CH2:9]1.[C:42]([OH:48])([C:44]([F:47])([F:46])[F:45])=[O:43].C(Cl)Cl, predict the reaction product. The product is: [F:45][C:44]([F:47])([F:46])[C:42]([OH:48])=[O:43].[CH3:1][O:2][CH2:3][CH2:4][CH2:5][O:6][C@@H:7]([C:36]1[CH:37]=[CH:38][CH:39]=[CH:40][CH:41]=1)[C@@H:8]1[CH2:13][CH2:12][CH2:11][N:10]([C:14]([NH:16][C@@H:17]([CH2:29][CH:30]2[CH2:35][CH2:34][CH2:33][CH2:32][CH2:31]2)[CH2:18][NH2:19])=[O:15])[CH2:9]1. (3) Given the reactants C([Zn][CH2:4][CH3:5])C.[CH:6](=[O:13])[C:7]1[CH:12]=[CH:11][CH:10]=[CH:9][CH:8]=1, predict the reaction product. The product is: [C:7]1([C@H:6]([OH:13])[CH2:4][CH3:5])[CH:12]=[CH:11][CH:10]=[CH:9][CH:8]=1. (4) Given the reactants [Cl:1][C:2]1[CH:7]=[CH:6][C:5]([N:8]2[CH:12]([C:13]3[CH:18]=[CH:17][CH:16]=[CH:15][CH:14]=3)[CH2:11][C:10]([C:19]([OH:21])=O)=[N:9]2)=[CH:4][CH:3]=1.S(Cl)(Cl)=O.[F:26][C:27]1([F:37])[CH2:32][CH2:31][N:30]([S:33]([NH2:36])(=[O:35])=[O:34])[CH2:29][CH2:28]1.[OH-].[Na+], predict the reaction product. The product is: [F:37][C:27]1([F:26])[CH2:28][CH2:29][N:30]([S:33]([NH:36][C:19]([C:10]2[CH2:11][CH:12]([C:13]3[CH:14]=[CH:15][CH:16]=[CH:17][CH:18]=3)[N:8]([C:5]3[CH:4]=[CH:3][C:2]([Cl:1])=[CH:7][CH:6]=3)[N:9]=2)=[O:21])(=[O:34])=[O:35])[CH2:31][CH2:32]1. (5) Given the reactants [Br-].[CH2:2]([O:9]CCC[P+](C1C=CC=CC=1)(C1C=CC=CC=1)C1C=CC=CC=1)[C:3]1C=CC=C[CH:4]=1.[H-].[Na+].[CH2:34]1[CH2:44][C:42](=O)[C:41]2[C:36](=[CH:37][CH:38]=[CH:39][CH:40]=2)[CH2:35]1.O, predict the reaction product. The product is: [OH:9][CH2:2][CH2:3][CH2:4][CH:42]1[C:41]2[C:36](=[CH:37][CH:38]=[CH:39][CH:40]=2)[CH2:35][CH2:34][CH2:44]1.